The task is: Predict the product of the given reaction.. This data is from Forward reaction prediction with 1.9M reactions from USPTO patents (1976-2016). (1) Given the reactants [C:1]([O:5][C:6]([N:8]1[CH2:13][CH2:12][N:11]([CH2:14][C:15]2[CH:20]=[C:19]([Br:21])[CH:18]=[C:17]([C:22]([O:24]CC)=[O:23])[C:16]=2[N:27]([C:35]([O:37][C:38]([CH3:41])([CH3:40])[CH3:39])=[O:36])[C:28]([O:30][C:31]([CH3:34])([CH3:33])[CH3:32])=[O:29])[CH2:10][CH2:9]1)=[O:7])([CH3:4])([CH3:3])[CH3:2].NC1C(Cl)=C(C=O)C(C(F)(F)F)=CC=1C(O)=O.[OH-].[Na+], predict the reaction product. The product is: [C:1]([O:5][C:6]([N:8]1[CH2:13][CH2:12][N:11]([CH2:14][C:15]2[CH:20]=[C:19]([Br:21])[CH:18]=[C:17]([C:22]([OH:24])=[O:23])[C:16]=2[N:27]([C:35]([O:37][C:38]([CH3:41])([CH3:40])[CH3:39])=[O:36])[C:28]([O:30][C:31]([CH3:33])([CH3:32])[CH3:34])=[O:29])[CH2:10][CH2:9]1)=[O:7])([CH3:4])([CH3:2])[CH3:3]. (2) Given the reactants Br[C:2]1[C:7]2[NH:8][C:9]([N:11]3[CH2:16][CH2:15][N:14]([C:17]4[C:22]([Cl:23])=[CH:21][CH:20]=[CH:19][N:18]=4)[CH2:13][C@H:12]3[CH3:24])=[N:10][C:6]=2[CH:5]=[C:4]([C:25]([F:28])([F:27])[F:26])[CH:3]=1.[F:29][C:30]1[CH:31]=[C:32](B(O)O)[CH:33]=[CH:34][CH:35]=1, predict the reaction product. The product is: [Cl:23][C:22]1[C:17]([N:14]2[CH2:15][CH2:16][N:11]([C:9]3[NH:8][C:7]4[C:2]([C:34]5[CH:33]=[CH:32][CH:31]=[C:30]([F:29])[CH:35]=5)=[CH:3][C:4]([C:25]([F:28])([F:26])[F:27])=[CH:5][C:6]=4[N:10]=3)[C@H:12]([CH3:24])[CH2:13]2)=[N:18][CH:19]=[CH:20][CH:21]=1. (3) Given the reactants [CH3:1][C:2]1([CH3:18])[C:16](=[O:17])[C:6]2[CH:7]=[C:8]([C:10]3[CH:15]=[CH:14][N:13]=[CH:12][CH:11]=3)[S:9][C:5]=2[CH2:4][CH2:3]1.[Cl:19][C:20]1[CH:25]=[CH:24][C:23]([Mg]Br)=[CH:22][CH:21]=1.CCOCC, predict the reaction product. The product is: [Cl:19][C:20]1[CH:25]=[CH:24][C:23]([C:16]2([OH:17])[C:6]3[CH:7]=[C:8]([C:10]4[CH:15]=[CH:14][N:13]=[CH:12][CH:11]=4)[S:9][C:5]=3[CH2:4][CH2:3][C:2]2([CH3:18])[CH3:1])=[CH:22][CH:21]=1. (4) Given the reactants COC1C=CC(P2(SP(C3C=CC(OC)=CC=3)(=S)S2)=[S:10])=CC=1.[CH2:23]([O:25][C:26]([C:28]1[C:29](O)=[N:30][C:31]2[C:36]([C:37]=1[CH3:38])=[CH:35][C:34]([F:39])=[C:33]([F:40])[CH:32]=2)=[O:27])[CH3:24].C([O-])([O-])=O.[K+].[K+].I[CH2:49][CH3:50], predict the reaction product. The product is: [CH2:23]([O:25][C:26]([C:28]1[C:29]([S:10][CH2:49][CH3:50])=[N:30][C:31]2[C:36]([C:37]=1[CH3:38])=[CH:35][C:34]([F:39])=[C:33]([F:40])[CH:32]=2)=[O:27])[CH3:24].